Dataset: Catalyst prediction with 721,799 reactions and 888 catalyst types from USPTO. Task: Predict which catalyst facilitates the given reaction. (1) Reactant: CCN(C(C)C)C(C)C.Cl.[NH2:11][C@@H:12]([CH2:31][CH2:32][C:33]1[CH:38]=[CH:37][CH:36]=[CH:35][CH:34]=1)[C:13]([NH:15][C@@H:16]([CH2:27][CH:28]([CH3:30])[CH3:29])[C:17]([O:19][CH2:20][C:21]1[CH:26]=[CH:25][CH:24]=[CH:23][CH:22]=1)=[O:18])=[O:14].[O:39]1[CH2:44][CH2:43][N:42]([CH2:45][C:46](O)=[O:47])[CH2:41][CH2:40]1.CN(C(ON1N=NC2C=CC=NC1=2)=[N+](C)C)C.F[P-](F)(F)(F)(F)F. Product: [CH3:29][CH:28]([CH3:30])[CH2:27][C@H:16]([NH:15][C:13](=[O:14])[C@@H:12]([NH:11][C:46](=[O:47])[CH2:45][N:42]1[CH2:43][CH2:44][O:39][CH2:40][CH2:41]1)[CH2:31][CH2:32][C:33]1[CH:34]=[CH:35][CH:36]=[CH:37][CH:38]=1)[C:17]([O:19][CH2:20][C:21]1[CH:22]=[CH:23][CH:24]=[CH:25][CH:26]=1)=[O:18]. The catalyst class is: 2. (2) Reactant: [C:1]([OH:10])(=[O:9])[CH2:2][CH2:3][CH2:4][CH2:5][C:6]([OH:8])=[O:7].[CH3:11][N:12]([CH2:32][C@@H:33]1[C:36]2[CH:37]=[C:38]([O:43][CH3:44])[C:39]([O:41][CH3:42])=[CH:40][C:35]=2[CH2:34]1)[CH2:13][CH2:14][CH2:15][N:16]1[C:26](=[O:27])[CH2:25][C:24]2[C:19](=[CH:20][C:21]([O:30][CH3:31])=[C:22]([O:28][CH3:29])[CH:23]=2)[CH2:18][CH2:17]1. Product: [CH3:11][N:12]([CH2:32][C@@H:33]1[C:36]2[CH:37]=[C:38]([O:43][CH3:44])[C:39]([O:41][CH3:42])=[CH:40][C:35]=2[CH2:34]1)[CH2:13][CH2:14][CH2:15][N:16]1[C:26](=[O:27])[CH2:25][C:24]2[C:19](=[CH:20][C:21]([O:30][CH3:31])=[C:22]([O:28][CH3:29])[CH:23]=2)[CH2:18][CH2:17]1.[C:1]([O-:10])(=[O:9])[CH2:2][CH2:3][CH2:4][CH2:5][C:6]([O-:8])=[O:7]. The catalyst class is: 97.